This data is from Peptide-MHC class I binding affinity with 185,985 pairs from IEDB/IMGT. The task is: Regression. Given a peptide amino acid sequence and an MHC pseudo amino acid sequence, predict their binding affinity value. This is MHC class I binding data. (1) The peptide sequence is IETNKFAAI. The MHC is Mamu-A11 with pseudo-sequence Mamu-A11. The binding affinity (normalized) is 0.893. (2) The peptide sequence is LNPWRGTAKAA. The MHC is Mamu-A01 with pseudo-sequence Mamu-A01. The binding affinity (normalized) is 0. (3) The peptide sequence is RVRQAWDTL. The MHC is BoLA-HD6 with pseudo-sequence BoLA-HD6. The binding affinity (normalized) is 0.872. (4) The peptide sequence is ATFSVPMEK. The MHC is HLA-B08:01 with pseudo-sequence HLA-B08:01. The binding affinity (normalized) is 0.0847. (5) The peptide sequence is RILHNFAYSL. The MHC is Mamu-B8301 with pseudo-sequence Mamu-B8301. The binding affinity (normalized) is 0. (6) The binding affinity (normalized) is 0. The peptide sequence is FPRIWLHGL. The MHC is HLA-A26:01 with pseudo-sequence HLA-A26:01. (7) The peptide sequence is WQLGTRWRY. The MHC is HLA-B46:01 with pseudo-sequence HLA-B46:01. The binding affinity (normalized) is 0.0847. (8) The peptide sequence is GNNTGNESR. The MHC is HLA-A31:01 with pseudo-sequence HLA-A31:01. The binding affinity (normalized) is 0.599. (9) The peptide sequence is HLKVALYRR. The MHC is HLA-A03:01 with pseudo-sequence HLA-A03:01. The binding affinity (normalized) is 0.345. (10) The binding affinity (normalized) is 0. The MHC is HLA-B35:01 with pseudo-sequence HLA-B35:01. The peptide sequence is AYIDNYNKV.